Task: Predict which catalyst facilitates the given reaction.. Dataset: Catalyst prediction with 721,799 reactions and 888 catalyst types from USPTO (1) Reactant: [C:1]([O:9][CH2:10][C:11]1[C:20]([CH3:21])=[C:19]2[C:14]([CH2:15][CH2:16][CH2:17][NH:18]2)=[CH:13][CH:12]=1)(=[O:8])[C:2]1[CH:7]=[CH:6][CH:5]=[CH:4][CH:3]=1.Br[C:23]1[CH:28]=[CH:27][CH:26]=[CH:25][C:24]=1[CH3:29].C(P(C(C)(C)C)C(C)(C)C)(C)(C)C.CC(C)([O-])C.[Na+]. Product: [C:1]([O:9][CH2:10][C:11]1[C:20]([CH3:21])=[C:19]2[C:14]([CH2:15][CH2:16][CH2:17][N:18]2[C:23]2[CH:28]=[CH:27][CH:26]=[CH:25][C:24]=2[CH3:29])=[CH:13][CH:12]=1)(=[O:8])[C:2]1[CH:3]=[CH:4][CH:5]=[CH:6][CH:7]=1. The catalyst class is: 487. (2) Reactant: [NH:1]1[C:6]2[CH2:7][CH2:8][CH2:9][C:5]=2[C:4](=[O:10])[NH:3][C:2]1=[O:11].[CH3:12][Si:13]([CH3:20])([CH3:19])N[Si:13]([CH3:20])([CH3:19])[CH3:12].S(=O)(=O)(O)O. Product: [CH3:12][Si:13]([CH3:20])([CH3:19])[O:11][C:2]1[N:3]=[C:4]([O:10][Si:13]([CH3:20])([CH3:19])[CH3:12])[C:5]2[CH2:9][CH2:8][CH2:7][C:6]=2[N:1]=1. The catalyst class is: 11. (3) The catalyst class is: 83. Product: [F:1][C:2]1[C:3]([CH2:26][N:27]([CH3:35])[C:28](=[O:34])[O:29][C:30]([CH3:31])([CH3:32])[CH3:33])=[CH:4][NH:5][C:6]=1[C:7]1[C:8]([C:13]([F:15])([F:16])[F:14])=[N:9][CH:10]=[CH:11][CH:12]=1. Reactant: [F:1][C:2]1[C:3]([CH2:26][N:27]([CH3:35])[C:28](=[O:34])[O:29][C:30]([CH3:33])([CH3:32])[CH3:31])=[CH:4][N:5](S(C2C=CC=CC=2)(=O)=O)[C:6]=1[C:7]1[C:8]([C:13]([F:16])([F:15])[F:14])=[N:9][CH:10]=[CH:11][CH:12]=1.[OH-].[Na+].